From a dataset of Reaction yield outcomes from USPTO patents with 853,638 reactions. Predict the reaction yield, written as a fraction of the theoretical maximum amount of product (1.0 means a 100% yield; for example, 0.34 means a 34% yield). (1) The reactants are [OH:1][N:2]=[C:3]([C:5]1[C:9]([NH:10][CH2:11][CH2:12][NH:13][S:14]([CH3:17])(=[O:16])=[O:15])=[N:8][O:7][N:6]=1)[NH2:4].Cl.N([O-])=O.[Na+].[F:23][C:24]1[CH:30]=[CH:29][C:27](N)=[CH:26][C:25]=1[CH3:31]. The catalyst is O1CCOCC1.O.C(O)C. The product is [F:23][C:24]1[CH:30]=[CH:29][C:27]([NH:4][C:3]([C:5]2[C:9]([NH:10][CH2:11][CH2:12][NH:13][S:14]([CH3:17])(=[O:16])=[O:15])=[N:8][O:7][N:6]=2)=[N:2][OH:1])=[CH:26][C:25]=1[CH3:31]. The yield is 0.270. (2) The reactants are [CH2:1]([S:11]([CH2:14]/[CH:15]=[C:16](/[CH2:18][CH2:19][CH:20]=C(C)C)\C)(=[O:13])=[O:12])/[CH:2]=[C:3](/[CH2:5][CH2:6][CH:7]=[C:8]([CH3:10])[CH3:9])\[CH3:4].CC([O-:28])(C)C.[K+].[CH2:30](Br)/[CH:31]=[C:32](/[CH2:34][CH2:35][CH:36]=[C:37]([CH3:39])C)\[CH3:33].CN([CH:44]=[O:45])C. No catalyst specified. The product is [C:14]1([S:11]([CH:1]([CH2:30][CH:31]=[C:32]([CH3:33])[CH2:34][CH2:35][CH:36]=[C:37]([CH3:39])[CH:44]=[O:45])[CH:2]=[C:3]([CH3:4])[CH2:5][CH2:6][CH:7]=[C:8]([CH3:9])[CH:10]=[O:28])(=[O:12])=[O:13])[CH:15]=[CH:16][CH:18]=[CH:19][CH:20]=1. The yield is 0.950. (3) The reactants are [CH3:1][N:2]([CH2:10][C:11](=[O:30])[NH:12][CH2:13][C:14]1[CH:19]=[C:18]([C:20]2[CH:25]=[CH:24][C:23]([C:26]([F:29])([F:28])[F:27])=[CH:22][CH:21]=2)[N:17]=[CH:16][N:15]=1)C(=O)OC(C)(C)C.O1CCOCC1. The catalyst is Cl. The product is [CH3:1][NH:2][CH2:10][C:11]([NH:12][CH2:13][C:14]1[CH:19]=[C:18]([C:20]2[CH:25]=[CH:24][C:23]([C:26]([F:29])([F:27])[F:28])=[CH:22][CH:21]=2)[N:17]=[CH:16][N:15]=1)=[O:30]. The yield is 0.960. (4) The reactants are CS(O[CH2:6][CH2:7][CH2:8][C:9]1[N:13]([C:14]2[CH:19]=[CH:18][C:17]([C:20]([NH:22][CH2:23][CH3:24])=[O:21])=[CH:16][CH:15]=2)[N:12]=[N:11][C:10]=1[C:25]([NH:27][CH:28]1[CH2:30][CH2:29]1)=[O:26])(=O)=O.C(=O)([O-])[O-].[K+].[K+].[NH:37]1[CH:41]=[CH:40][N:39]=[CH:38]1. The catalyst is C(#N)C. The product is [CH:28]1([NH:27][C:25]([C:10]2[N:11]=[N:12][N:13]([C:14]3[CH:19]=[CH:18][C:17]([C:20]([NH:22][CH2:23][CH3:24])=[O:21])=[CH:16][CH:15]=3)[C:9]=2[CH2:8][CH2:7][CH2:6][N:37]2[CH:41]=[CH:40][N:39]=[CH:38]2)=[O:26])[CH2:29][CH2:30]1. The yield is 0.210. (5) The reactants are [N:1]1[C:10]2[CH:9]([NH:11][CH2:12][CH2:13][CH2:14][CH2:15][N:16]3[C:24](=[O:25])[C:23]4[C:18](=[CH:19][CH:20]=[CH:21][CH:22]=4)[C:17]3=[O:26])[CH2:8][CH2:7][CH2:6][C:5]=2[CH:4]=[CH:3][CH:2]=1.[BH-](O[C:37]([CH3:39])=O)(OC(C)=O)OC(C)=O.[Na+]. The catalyst is ClCCl. The product is [CH3:2][N:1]1[C:10]2[CH:5]=[CH:6][CH:7]=[CH:8][C:9]=2[N:11]=[C:37]1[CH2:39][N:11]([CH:9]1[C:10]2[N:1]=[CH:2][CH:3]=[CH:4][C:5]=2[CH2:6][CH2:7][CH2:8]1)[CH2:12][CH2:13][CH2:14][CH2:15][N:16]1[C:24](=[O:25])[C:23]2[C:18](=[CH:19][CH:20]=[CH:21][CH:22]=2)[C:17]1=[O:26]. The yield is 0.360.